From a dataset of Full USPTO retrosynthesis dataset with 1.9M reactions from patents (1976-2016). Predict the reactants needed to synthesize the given product. (1) The reactants are: [Cl:1][C:2]1[C:10]([OH:11])=[CH:9][C:8]([I:12])=[C:7]2[C:3]=1[CH2:4][NH:5][C:6]2=[O:13].C(=O)([O-])[O-].[K+].[K+].[C:20]([Si:24]([O:27][CH2:28][CH2:29][CH2:30][CH2:31]I)([CH3:26])[CH3:25])([CH3:23])([CH3:22])[CH3:21]. Given the product [Cl:1][C:2]1[C:10]([O:11][CH2:31][CH2:30][CH2:29][CH2:28][O:27][Si:24]([C:20]([CH3:21])([CH3:23])[CH3:22])([CH3:25])[CH3:26])=[CH:9][C:8]([I:12])=[C:7]2[C:3]=1[CH2:4][NH:5][C:6]2=[O:13], predict the reactants needed to synthesize it. (2) Given the product [CH2:19]([NH:20][S:9]([C:6]1[CH:7]=[CH:8][C:3]([O:2][CH3:1])=[CH:4][CH:5]=1)(=[O:11])=[O:10])[C:13]1[CH:18]=[CH:17][CH:16]=[CH:15][CH:14]=1, predict the reactants needed to synthesize it. The reactants are: [CH3:1][O:2][C:3]1[CH:8]=[CH:7][C:6]([S:9](Cl)(=[O:11])=[O:10])=[CH:5][CH:4]=1.[C:13]1([CH2:19][NH2:20])[CH:18]=[CH:17][CH:16]=[CH:15][CH:14]=1. (3) Given the product [CH2:16]([S:18]([C:21]1[CH:26]=[CH:25][C:24]([O:15][C:5]2[C:4]3[C:9](=[CH:10][CH:11]=[C:2]([F:1])[CH:3]=3)[CH:8]=[C:7]([CH:12]=[O:13])[C:6]=2[CH3:14])=[CH:23][CH:22]=1)(=[O:19])=[O:20])[CH3:17], predict the reactants needed to synthesize it. The reactants are: [F:1][C:2]1[CH:3]=[C:4]2[C:9](=[CH:10][CH:11]=1)[CH:8]=[C:7]([CH:12]=[O:13])[C:6]([CH3:14])=[C:5]2[OH:15].[CH2:16]([S:18]([C:21]1[CH:26]=[CH:25][C:24](F)=[CH:23][CH:22]=1)(=[O:20])=[O:19])[CH3:17]. (4) Given the product [CH2:24]1[C:23]2([O:18][CH2:19][CH2:20][CH2:21][O:22]2)[CH2:28][CH2:27][N:26]([C:3]2[N:4]=[C:5]([CH2:12][C:13]3[CH:17]=[CH:16][S:15][CH:14]=3)[NH:6][C:7](=[O:11])[C:8]=2[C:9]#[N:10])[CH2:25]1, predict the reactants needed to synthesize it. The reactants are: CS[CH:3]1[CH:8]([C:9]#[N:10])[C:7](=[O:11])[NH:6][C:5]([CH2:12][C:13]2[CH:17]=[CH:16][S:15][CH:14]=2)=[N:4]1.[O:18]1[C:23]2([CH2:28][CH2:27][NH:26][CH2:25][CH2:24]2)[O:22][CH2:21][CH2:20][CH2:19]1. (5) Given the product [NH2:21][C:17]1[CH:16]=[CH:15][CH:14]=[C:13]2[C:18]=1[C:19](=[O:20])[N:10]([CH:9]1[CH2:8][CH2:7][C:6](=[O:25])[NH:5][C:4]1=[O:3])[C:11]([CH3:24])=[N:12]2, predict the reactants needed to synthesize it. The reactants are: [H][H].[O:3]=[C:4]1[CH:9]([N:10]2[C:19](=[O:20])[C:18]3[C:13](=[CH:14][CH:15]=[CH:16][C:17]=3[NH:21]C=O)[N:12]=[C:11]2[CH3:24])[CH2:8][CH2:7][C:6](=[O:25])[NH:5]1. (6) The reactants are: [NH:1]1[CH2:8][CH2:7][CH2:6][C@H:2]1[C:3]([OH:5])=[O:4].[CH3:9][O:10][C:11]1[CH:16]=[CH:15][C:14]([S:17](Cl)(=[O:19])=[O:18])=[CH:13][CH:12]=1.C(N(CC)CC)C. Given the product [CH3:9][O:10][C:11]1[CH:12]=[CH:13][C:14]([S:17]([N:1]2[CH2:8][CH2:7][CH2:6][CH:2]2[C:3]([OH:5])=[O:4])(=[O:19])=[O:18])=[CH:15][CH:16]=1, predict the reactants needed to synthesize it. (7) Given the product [NH2:1][C@@H:2]([CH2:11][CH2:12][CH3:14])[C@H:3]([OH:10])[C:4]([NH:6][CH:7]1[CH2:8][CH2:9]1)=[O:5], predict the reactants needed to synthesize it. The reactants are: [NH2:1][C@@H:2]([CH2:11][CH3:12])[C@H:3]([OH:10])[C:4]([NH:6][CH:7]1[CH2:9][CH2:8]1)=[O:5].N[C@@H:14](CCC)C(O)=O.